Dataset: NCI-60 drug combinations with 297,098 pairs across 59 cell lines. Task: Regression. Given two drug SMILES strings and cell line genomic features, predict the synergy score measuring deviation from expected non-interaction effect. Drug 1: CC1=C2C(C(=O)C3(C(CC4C(C3C(C(C2(C)C)(CC1OC(=O)C(C(C5=CC=CC=C5)NC(=O)OC(C)(C)C)O)O)OC(=O)C6=CC=CC=C6)(CO4)OC(=O)C)OC)C)OC. Drug 2: C1=NC2=C(N1)C(=S)N=CN2. Cell line: OVCAR-8. Synergy scores: CSS=45.7, Synergy_ZIP=-1.29, Synergy_Bliss=-5.80, Synergy_Loewe=-11.4, Synergy_HSA=-2.27.